Dataset: TCR-epitope binding with 47,182 pairs between 192 epitopes and 23,139 TCRs. Task: Binary Classification. Given a T-cell receptor sequence (or CDR3 region) and an epitope sequence, predict whether binding occurs between them. (1) The epitope is ILGLPTQTV. The TCR CDR3 sequence is CASSQEGVGRASKNIQYF. Result: 1 (the TCR binds to the epitope). (2) The epitope is ILHCANFNV. The TCR CDR3 sequence is CASSPSHEQFF. Result: 1 (the TCR binds to the epitope). (3) Result: 1 (the TCR binds to the epitope). The TCR CDR3 sequence is CASKTGAEAFF. The epitope is VLWAHGFEL. (4) The epitope is KLSALGINAV. The TCR CDR3 sequence is CASSPRTEPHQPQHF. Result: 0 (the TCR does not bind to the epitope). (5) The epitope is KAYNVTQAF. The TCR CDR3 sequence is CASSQDFRYTDTQYF. Result: 1 (the TCR binds to the epitope).